This data is from Catalyst prediction with 721,799 reactions and 888 catalyst types from USPTO. The task is: Predict which catalyst facilitates the given reaction. (1) Reactant: C(OC(=O)[NH:7][CH2:8][CH2:9][CH2:10][NH:11][C:12]1[S:13][C:14]([C:18]([CH:20]2[CH2:22][CH2:21]2)=[O:19])=[C:15]([NH2:17])[N:16]=1)(C)(C)C.Cl. Product: [NH2:17][C:15]1[N:16]=[C:12]([NH:11][CH2:10][CH2:9][CH2:8][NH2:7])[S:13][C:14]=1[C:18]([CH:20]1[CH2:21][CH2:22]1)=[O:19]. The catalyst class is: 621. (2) Reactant: [CH2:1]([N:8]([CH3:23])[C:9]1[C:14]([F:15])=[CH:13][C:12]([N+:16]([O-:18])=[O:17])=[CH:11][C:10]=1[CH2:19][C:20](O)=[O:21])[C:2]1[CH:7]=[CH:6][CH:5]=[CH:4][CH:3]=1.S(C)C.[OH-].[Na+].Cl. Product: [CH2:1]([N:8]([CH3:23])[C:9]1[C:14]([F:15])=[CH:13][C:12]([N+:16]([O-:18])=[O:17])=[CH:11][C:10]=1[CH2:19][CH2:20][OH:21])[C:2]1[CH:3]=[CH:4][CH:5]=[CH:6][CH:7]=1. The catalyst class is: 1. (3) Reactant: [CH:1]1[C:11]2[CH2:10][CH2:9][C:8]3[CH:12]=[CH:13][CH:14]=[CH:15][C:7]=3[C:6](=[CH:16][C:17]3[CH:18]=[C:19]([NH2:23])[CH:20]=[CH:21][CH:22]=3)[C:5]=2[CH:4]=[CH:3][CH:2]=1.[CH3:24][S:25](Cl)(=[O:27])=[O:26]. Product: [CH:1]1[C:11]2[CH2:10][CH2:9][C:8]3[CH:12]=[CH:13][CH:14]=[CH:15][C:7]=3[C:6](=[CH:16][C:17]3[CH:18]=[C:19]([NH:23][S:25]([CH3:24])(=[O:27])=[O:26])[CH:20]=[CH:21][CH:22]=3)[C:5]=2[CH:4]=[CH:3][CH:2]=1. The catalyst class is: 17. (4) Reactant: [N:1]1([C:6]2[CH:11]=[CH:10][C:9]([C:12](=O)[CH3:13])=[CH:8][CH:7]=2)[CH:5]=[N:4][N:3]=[N:2]1.[CH2:15]([NH2:18])[CH2:16][NH2:17]. The catalyst class is: 15. Product: [N:1]1([C:6]2[CH:11]=[CH:10][C:9]([CH:12]([NH:17][CH2:16][CH2:15][NH2:18])[CH3:13])=[CH:8][CH:7]=2)[CH:5]=[N:4][N:3]=[N:2]1. (5) Reactant: [C:1]1([C:7]2[N:8]=[C:9]([NH:12][NH2:13])[S:10][CH:11]=2)[CH:6]=[CH:5][CH:4]=[CH:3][CH:2]=1.[C:14](O[C:14]([O:16][C:17]([CH3:20])([CH3:19])[CH3:18])=[O:15])([O:16][C:17]([CH3:20])([CH3:19])[CH3:18])=[O:15]. Product: [C:17]([O:16][C:14]([N:13]([NH:12][C:9]1[S:10][CH:11]=[C:7]([C:1]2[CH:2]=[CH:3][CH:4]=[CH:5][CH:6]=2)[N:8]=1)[C:14](=[O:15])[O:16][C:17]([CH3:20])([CH3:19])[CH3:18])=[O:15])([CH3:20])([CH3:19])[CH3:18]. The catalyst class is: 4. (6) Reactant: [C:1]([O:4][CH2:5][CH2:6][C:7]([OH:10])([CH3:9])[CH3:8])(=[O:3])[CH3:2].[C:11](Cl)(=[O:15])[C:12](Cl)=[O:13].[C:17]([O:20][CH2:21][CH3:22])(=[O:19])[CH3:18]. Product: [C:1]([O:4][CH2:5][CH2:6][C:7]([O:10][C:11](=[O:15])[C:12]([O:10][C:7]([CH3:8])([CH2:22][CH2:21][O:20][C:17](=[O:19])[CH3:18])[CH3:6])=[O:13])([CH3:9])[CH3:8])(=[O:3])[CH3:2]. The catalyst class is: 17.